This data is from Full USPTO retrosynthesis dataset with 1.9M reactions from patents (1976-2016). The task is: Predict the reactants needed to synthesize the given product. (1) Given the product [CH3:47][N:48]([CH3:60])[CH2:49][CH2:50][O:51][C:52]1[CH:59]=[CH:58][C:55]([CH2:56][NH:57][C:44]([C:27]2[N:28]=[C:29]3[C:34]([C:35]([F:38])([F:37])[F:36])=[CH:33][C:32]([C:39]4[O:40][CH:41]=[CH:42][CH:43]=4)=[CH:31][N:30]3[C:26]=2[Cl:25])=[O:45])=[CH:54][CH:53]=1, predict the reactants needed to synthesize it. The reactants are: CN(C(ON1N=NC2C=CC=NC1=2)=[N+](C)C)C.F[P-](F)(F)(F)(F)F.[Cl:25][C:26]1[N:30]2[CH:31]=[C:32]([C:39]3[O:40][CH:41]=[CH:42][CH:43]=3)[CH:33]=[C:34]([C:35]([F:38])([F:37])[F:36])[C:29]2=[N:28][C:27]=1[C:44](O)=[O:45].[CH3:47][N:48]([CH3:60])[CH2:49][CH2:50][O:51][C:52]1[CH:59]=[CH:58][C:55]([CH2:56][NH2:57])=[CH:54][CH:53]=1. (2) Given the product [CH2:26]([O:25][C:22]1[CH:23]=[C:24]2[C:19](=[CH:20][C:21]=1[O:28][CH2:29][CH3:30])[N:18]=[CH:17][C:16]([C:31]([NH2:33])=[O:32])=[C:15]2[NH:1][C:2]1[CH:11]=[CH:10][CH:9]=[C:8]2[C:3]=1[CH:4]([CH3:13])[CH2:5][NH:6][C:7]2=[O:12])[CH3:27], predict the reactants needed to synthesize it. The reactants are: [NH2:1][C:2]1[CH:11]=[CH:10][CH:9]=[C:8]2[C:3]=1[CH:4]([CH3:13])[CH2:5][NH:6][C:7]2=[O:12].Cl[C:15]1[C:24]2[C:19](=[CH:20][C:21]([O:28][CH2:29][CH3:30])=[C:22]([O:25][CH2:26][CH3:27])[CH:23]=2)[N:18]=[CH:17][C:16]=1[C:31]([NH2:33])=[O:32].